From a dataset of NCI-60 drug combinations with 297,098 pairs across 59 cell lines. Regression. Given two drug SMILES strings and cell line genomic features, predict the synergy score measuring deviation from expected non-interaction effect. (1) Cell line: BT-549. Synergy scores: CSS=55.1, Synergy_ZIP=1.96, Synergy_Bliss=1.02, Synergy_Loewe=0.160, Synergy_HSA=2.08. Drug 1: CCC1=CC2CC(C3=C(CN(C2)C1)C4=CC=CC=C4N3)(C5=C(C=C6C(=C5)C78CCN9C7C(C=CC9)(C(C(C8N6C)(C(=O)OC)O)OC(=O)C)CC)OC)C(=O)OC.C(C(C(=O)O)O)(C(=O)O)O. Drug 2: CCCCC(=O)OCC(=O)C1(CC(C2=C(C1)C(=C3C(=C2O)C(=O)C4=C(C3=O)C=CC=C4OC)O)OC5CC(C(C(O5)C)O)NC(=O)C(F)(F)F)O. (2) Drug 1: CC=C1C(=O)NC(C(=O)OC2CC(=O)NC(C(=O)NC(CSSCCC=C2)C(=O)N1)C(C)C)C(C)C. Drug 2: C(CN)CNCCSP(=O)(O)O. Cell line: TK-10. Synergy scores: CSS=33.4, Synergy_ZIP=1.82, Synergy_Bliss=0.500, Synergy_Loewe=-38.9, Synergy_HSA=-0.188.